Dataset: Peptide-MHC class II binding affinity with 134,281 pairs from IEDB. Task: Regression. Given a peptide amino acid sequence and an MHC pseudo amino acid sequence, predict their binding affinity value. This is MHC class II binding data. (1) The peptide sequence is YKCIPSLEAAVKQAY. The MHC is DRB1_0404 with pseudo-sequence DRB1_0404. The binding affinity (normalized) is 0.406. (2) The binding affinity (normalized) is 0.928. The MHC is HLA-DQA10102-DQB10602 with pseudo-sequence HLA-DQA10102-DQB10602. The peptide sequence is INEFTAAAIAYGLDR. (3) The binding affinity (normalized) is 0.789. The peptide sequence is AGFFLLTRILTIPQS. The MHC is DRB1_1101 with pseudo-sequence DRB1_1101. (4) The MHC is HLA-DQA10201-DQB10301 with pseudo-sequence HLA-DQA10201-DQB10301. The peptide sequence is KKWRDVPYLTKRQDK. The binding affinity (normalized) is 0.258. (5) The peptide sequence is LQYGWKTWGKNLVFS. The MHC is DRB4_0103 with pseudo-sequence DRB4_0103. The binding affinity (normalized) is 0.763. (6) The binding affinity (normalized) is 0.263. The peptide sequence is GGNFAGGGFGMLLRK. The MHC is HLA-DPA10103-DPB10301 with pseudo-sequence HLA-DPA10103-DPB10301. (7) The peptide sequence is GWDLNAASAYCSTWD. The MHC is DRB1_1302 with pseudo-sequence DRB1_1302. The binding affinity (normalized) is 0.411. (8) The peptide sequence is TSLLISWGHYPLHLR. The binding affinity (normalized) is 0.329. The MHC is DRB1_1201 with pseudo-sequence DRB1_1201. (9) The peptide sequence is CGMFTNRSGSQQW. The MHC is HLA-DQA10401-DQB10402 with pseudo-sequence HLA-DQA10401-DQB10402. The binding affinity (normalized) is 0.